From a dataset of Peptide-MHC class I binding affinity with 185,985 pairs from IEDB/IMGT. Regression. Given a peptide amino acid sequence and an MHC pseudo amino acid sequence, predict their binding affinity value. This is MHC class I binding data. (1) The peptide sequence is SMIENLEY. The MHC is H-2-Db with pseudo-sequence H-2-Db. The binding affinity (normalized) is 0.149. (2) The peptide sequence is TTELRTFSI. The MHC is HLA-A24:02 with pseudo-sequence HLA-A24:02. The binding affinity (normalized) is 0.131.